Predict which catalyst facilitates the given reaction. From a dataset of Catalyst prediction with 721,799 reactions and 888 catalyst types from USPTO. Reactant: [CH3:1][O:2][C:3](=[O:15])[C:4]1[CH:9]=[CH:8][C:7]([CH2:10][O:11][CH2:12][CH2:13][OH:14])=[CH:6][CH:5]=1.N1C=CN=C1.[CH3:21][C:22]([Si:25](Cl)([CH3:27])[CH3:26])([CH3:24])[CH3:23]. Product: [CH3:1][O:2][C:3](=[O:15])[C:4]1[CH:5]=[CH:6][C:7]([CH2:10][O:11][CH2:12][CH2:13][O:14][Si:25]([C:22]([CH3:24])([CH3:23])[CH3:21])([CH3:27])[CH3:26])=[CH:8][CH:9]=1. The catalyst class is: 3.